Predict the reactants needed to synthesize the given product. From a dataset of Full USPTO retrosynthesis dataset with 1.9M reactions from patents (1976-2016). (1) Given the product [CH3:12][C:11]1[CH:10]=[CH:9][C:4]([C:5]2[O:6][C:15]([CH3:16])=[N:8][N:7]=2)=[CH:3][C:2]=1[OH:1], predict the reactants needed to synthesize it. The reactants are: [OH:1][C:2]1[CH:3]=[C:4]([CH:9]=[CH:10][C:11]=1[CH3:12])[C:5]([NH:7][NH2:8])=[O:6].NN.[C:15](OCC)(OCC)(OCC)[CH3:16]. (2) Given the product [C:2]1([N:8]([C:5]2[CH:6]=[CH:7][C:2]([F:1])=[C:3]([OH:27])[CH:4]=2)[C:9]([NH:11][C:12]2[N:16]([C:17]3[CH:18]=[CH:19][CH:20]=[CH:21][CH:22]=3)[N:15]=[C:14]([C:23]([F:25])([F:24])[F:26])[CH:13]=2)=[O:10])[CH:7]=[CH:6][CH:5]=[CH:4][CH:3]=1, predict the reactants needed to synthesize it. The reactants are: [F:1][C:2]1[CH:7]=[CH:6][C:5]([NH:8][C:9]([NH:11][C:12]2[N:16]([C:17]3[CH:22]=[CH:21][CH:20]=[CH:19][CH:18]=3)[N:15]=[C:14]([C:23]([F:26])([F:25])[F:24])[CH:13]=2)=[O:10])=[CH:4][C:3]=1[O:27]C.B(Br)(Br)Br. (3) Given the product [C:1]([O:5][C:6]([NH:8][C@@H:9]([CH2:14][C:19]1[CH2:23][CH2:22][C:21](=[O:24])[CH:20]=1)[C:10]([O:12][CH3:13])=[O:11])=[O:7])([CH3:4])([CH3:3])[CH3:2], predict the reactants needed to synthesize it. The reactants are: [C:1]([O:5][C:6]([NH:8][C@@H:9]([CH2:14]I)[C:10]([O:12][CH3:13])=[O:11])=[O:7])([CH3:4])([CH3:3])[CH3:2].II.I[C:19]1[CH2:23][CH2:22][C:21](=[O:24])[CH:20]=1.O. (4) Given the product [CH:1]1([N:6]2[C:11]3=[N:12][C:13]([NH:16][C:17]4[CH:22]=[CH:21][C:20]([O:23][CH2:24][CH2:25][N:26]([CH2:29][CH3:30])[CH2:27][CH3:28])=[C:19]([CH3:31])[CH:18]=4)=[N:14][CH:15]=[C:10]3[CH:9]=[N:8][C:7]2=[O:32])[CH2:2][CH2:3][CH2:4][CH2:5]1, predict the reactants needed to synthesize it. The reactants are: [CH:1]1([N:6]2[C:11]3=[N:12][C:13]([NH:16][C:17]4[CH:22]=[CH:21][C:20]([O:23][CH2:24][CH2:25][N:26]([CH2:29][CH3:30])[CH2:27][CH3:28])=[C:19]([CH3:31])[CH:18]=4)=[N:14][CH:15]=[C:10]3[CH2:9][NH:8][C:7]2=[O:32])[CH2:5][CH2:4][CH2:3][CH2:2]1.CC(C)([O-])C.[K+]. (5) Given the product [NH2:2][C:5]1[CH:12]=[CH:11][CH:10]=[C:9]([CH:13]=[C:14]([CH3:16])[CH3:15])[C:6]=1[C:7]#[N:8], predict the reactants needed to synthesize it. The reactants are: Cl.[N+:2]([C:5]1[CH:12]=[CH:11][CH:10]=[C:9]([CH:13]=[C:14]([CH3:16])[CH3:15])[C:6]=1[C:7]#[N:8])([O-])=O. (6) Given the product [CH:31]1([C@H:29]([NH:28][C:5]2[N:4]=[C:3]([C:1]#[N:2])[N:11]=[C:10]3[C:6]=2[N:7]([CH2:17][C:18]2[CH:23]=[CH:22][C:21]([C:24]([F:25])([F:26])[F:27])=[CH:20][CH:19]=2)[C:8]([CH2:12][OH:13])=[N:9]3)[CH3:30])[CH2:34][CH2:33][CH2:32]1, predict the reactants needed to synthesize it. The reactants are: [C:1]([C:3]1[N:11]=[C:10]2[C:6]([N:7]([CH2:17][C:18]3[CH:23]=[CH:22][C:21]([C:24]([F:27])([F:26])[F:25])=[CH:20][CH:19]=3)[C:8]([C:12](OCC)=[O:13])=[N:9]2)=[C:5]([NH:28][C@@H:29]([CH:31]2[CH2:34][CH2:33][CH2:32]2)[CH3:30])[N:4]=1)#[N:2].[BH4-].[Na+].